From a dataset of NCI-60 drug combinations with 297,098 pairs across 59 cell lines. Regression. Given two drug SMILES strings and cell line genomic features, predict the synergy score measuring deviation from expected non-interaction effect. (1) Drug 1: C1=CC(=CC=C1CCCC(=O)O)N(CCCl)CCCl. Drug 2: CS(=O)(=O)CCNCC1=CC=C(O1)C2=CC3=C(C=C2)N=CN=C3NC4=CC(=C(C=C4)OCC5=CC(=CC=C5)F)Cl. Cell line: SF-539. Synergy scores: CSS=22.8, Synergy_ZIP=1.54, Synergy_Bliss=-2.75, Synergy_Loewe=-4.63, Synergy_HSA=-3.80. (2) Drug 1: C1=C(C(=O)NC(=O)N1)F. Drug 2: C1=NC2=C(N1)C(=S)N=C(N2)N. Cell line: SR. Synergy scores: CSS=84.7, Synergy_ZIP=0.369, Synergy_Bliss=0.0339, Synergy_Loewe=-0.952, Synergy_HSA=2.11.